This data is from Catalyst prediction with 721,799 reactions and 888 catalyst types from USPTO. The task is: Predict which catalyst facilitates the given reaction. (1) Reactant: [F:1][C:2]1[CH:10]=[CH:9][C:8]([CH2:11][C:12]2[C:21]3[C:16](=[CH:17][CH:18]=[CH:19][CH:20]=3)[C:15](=[O:22])[NH:14][N:13]=2)=[CH:7][C:3]=1[C:4](O)=[O:5].F[P-](F)(F)(F)(F)F.N1(OC(N(C)C)=[N+](C)C)C2C=CC=CC=2N=N1.[F:47][C:48]([F:63])([F:62])[C:49]1[N:53]2[CH2:54][CH2:55][NH:56][CH2:57][C:52]2=[C:51]([C:58]([O:60][CH3:61])=[O:59])[N:50]=1.C(N(CC)C(C)C)(C)C. Product: [F:1][C:2]1[CH:10]=[CH:9][C:8]([CH2:11][C:12]2[C:21]3[C:16](=[CH:17][CH:18]=[CH:19][CH:20]=3)[C:15](=[O:22])[NH:14][N:13]=2)=[CH:7][C:3]=1[C:4]([N:56]1[CH2:55][CH2:54][N:53]2[C:49]([C:48]([F:63])([F:47])[F:62])=[N:50][C:51]([C:58]([O:60][CH3:61])=[O:59])=[C:52]2[CH2:57]1)=[O:5]. The catalyst class is: 9. (2) Reactant: [NH2:1][C:2]1[CH:7]=[C:6]([O:8][CH3:9])[N:5]=[CH:4][N:3]=1.N1C=CC=CC=1.[Cl:16][C:17]1[CH:22]=[C:21]([O:23][C:24]2[C:25]3[N:32]([CH3:33])[CH:31]=[CH:30][C:26]=3[N:27]=[CH:28][N:29]=2)[CH:20]=[CH:19][C:18]=1[NH:34][C:35](=O)[O:36]C1C=CC=CC=1. Product: [Cl:16][C:17]1[CH:22]=[C:21]([O:23][C:24]2[C:25]3[N:32]([CH3:33])[CH:31]=[CH:30][C:26]=3[N:27]=[CH:28][N:29]=2)[CH:20]=[CH:19][C:18]=1[NH:34][C:35]([NH:1][C:2]1[CH:7]=[C:6]([O:8][CH3:9])[N:5]=[CH:4][N:3]=1)=[O:36]. The catalyst class is: 60. (3) Reactant: [Li]CCCC.Br[C:7]1[CH:8]=[N:9][CH:10]=[C:11]([C:13]#[C:14][CH2:15][CH3:16])[CH:12]=1.[B:17](OC(C)C)([O:22]C(C)C)[O:18]C(C)C.Cl.[OH-].[Na+]. Product: [C:13]([C:11]1[CH:12]=[C:7]([B:17]([OH:22])[OH:18])[CH:8]=[N:9][CH:10]=1)#[C:14][CH2:15][CH3:16]. The catalyst class is: 25. (4) Reactant: [C:1]([C:5]1[CH:6]=[C:7]([NH:18][C:19]([NH:21][C:22]2[CH:27]=[CH:26][C:25]([O:28][C:29]3[CH:34]=[CH:33][N:32]=[C:31]([C:35]#[N:36])[CH:30]=3)=[CH:24][CH:23]=2)=[O:20])[N:8]([C:10]2[CH:15]=[C:14]([F:16])[CH:13]=[C:12]([F:17])[CH:11]=2)[N:9]=1)([CH3:4])([CH3:3])[CH3:2].C([O-])([O-])=[O:38].C([O-])([O-])=O.OO.OO.OO.[Na+].[Na+].[Na+].[Na+].OO. Product: [C:1]([C:5]1[CH:6]=[C:7]([NH:18][C:19](=[O:20])[NH:21][C:22]2[CH:23]=[CH:24][C:25]([O:28][C:29]3[CH:34]=[CH:33][N:32]=[C:31]([C:35]([NH2:36])=[O:38])[CH:30]=3)=[CH:26][CH:27]=2)[N:8]([C:10]2[CH:15]=[C:14]([F:16])[CH:13]=[C:12]([F:17])[CH:11]=2)[N:9]=1)([CH3:4])([CH3:2])[CH3:3]. The catalyst class is: 95.